From a dataset of Reaction yield outcomes from USPTO patents with 853,638 reactions. Predict the reaction yield, written as a fraction of the theoretical maximum amount of product (1.0 means a 100% yield; for example, 0.34 means a 34% yield). (1) The reactants are [Br:1][C:2]1[C:3]([CH3:13])=[C:4]([C:9]([OH:12])=[CH:10][CH:11]=1)[C:5]([O:7][CH3:8])=[O:6].[C:14](OC(=O)C)(=[O:16])[CH3:15]. The catalyst is N1C=CC=CC=1. The product is [C:14]([O:12][C:9]1[C:4]([C:5]([O:7][CH3:8])=[O:6])=[C:3]([CH3:13])[C:2]([Br:1])=[CH:11][CH:10]=1)(=[O:16])[CH3:15]. The yield is 0.970. (2) The reactants are [C:1]([C:4]1[CH:15]=[CH:14][C:13]([Br:16])=[CH:12][C:5]=1[O:6][CH2:7]C(OC)=O)(=O)[CH3:2].C(OOC(=O)C1C=CC=CC=1)(=O)C1C=CC=CC=1.[Br:35]N1C(=O)CCC1=O. The catalyst is ClC1C=CC=CC=1. The product is [Br:16][C:13]1[CH:14]=[CH:15][C:4]2[C:1]([CH2:2][Br:35])=[CH:7][O:6][C:5]=2[CH:12]=1. The yield is 0.320. (3) The reactants are [Br:1][C:2]1[S:6][C:5]([C:7]2[N:11]([C:12]3[CH:17]=[CH:16][CH:15]=[CH:14][C:13]=3[Cl:18])[N:10]=[C:9]([OH:19])[CH:8]=2)=[CH:4][CH:3]=1.C([O-])([O-])=O.[K+].[K+].Br[CH2:27][C:28]([O:30][CH3:31])=[O:29]. The yield is 0.890. The catalyst is CN(C=O)C. The product is [CH3:31][O:30][C:28](=[O:29])[CH2:27][O:19][C:9]1[CH:8]=[C:7]([C:5]2[S:6][C:2]([Br:1])=[CH:3][CH:4]=2)[N:11]([C:12]2[CH:17]=[CH:16][CH:15]=[CH:14][C:13]=2[Cl:18])[N:10]=1. (4) The reactants are [Cl:1][C:2]1[C:10]([O:11]CC2C=CC=CC=2)=[CH:9][CH:8]=[C:7]2[C:3]=1[CH:4]=[C:5]([CH:28]([F:30])[F:29])[N:6]2[S:19]([C:22]1[CH:27]=[CH:26][CH:25]=[CH:24][CH:23]=1)(=[O:21])=[O:20].B(Br)(Br)Br.C([O-])(O)=O.[Na+]. The catalyst is C(Cl)Cl. The product is [Cl:1][C:2]1[C:10]([OH:11])=[CH:9][CH:8]=[C:7]2[C:3]=1[CH:4]=[C:5]([CH:28]([F:30])[F:29])[N:6]2[S:19]([C:22]1[CH:27]=[CH:26][CH:25]=[CH:24][CH:23]=1)(=[O:21])=[O:20]. The yield is 0.890. (5) The reactants are Cl[CH2:2][C:3]1[NH:7][C:6]2[CH:8]=[CH:9][CH:10]=[CH:11][C:5]=2[N:4]=1.C(=O)([O-])[O-].[Cs+].[Cs+].[CH3:18][N:19]([CH3:22])[CH:20]=O. The catalyst is C(OCC)(=O)C. The product is [CH3:8][C@H:6]1[CH2:20][N:19]([C:22]2[CH:9]=[CH:10][CH:11]=[CH:5][N:4]=2)[CH2:18][CH2:3][N:7]1[CH2:2][C:3]1[NH:7][C:6]2[CH:8]=[CH:9][CH:10]=[CH:11][C:5]=2[N:4]=1. The yield is 0.460. (6) The reactants are [ClH:1].[Cl:2][CH2:3][C:4]1[CH:5]=[N:6][N:7]([CH2:9][CH3:10])[CH:8]=1.[C:11]1([P:17]([C:24]2[CH:29]=[CH:28][CH:27]=[CH:26][CH:25]=2)[C:18]2[CH:23]=[CH:22][CH:21]=[CH:20][CH:19]=2)[CH:16]=[CH:15][CH:14]=[CH:13][CH:12]=1. The catalyst is C(#N)C. The product is [ClH:2].[Cl-:1].[CH2:9]([N:7]1[CH:8]=[C:4]([CH2:3][P+:17]([C:18]2[CH:19]=[CH:20][CH:21]=[CH:22][CH:23]=2)([C:24]2[CH:29]=[CH:28][CH:27]=[CH:26][CH:25]=2)[C:11]2[CH:12]=[CH:13][CH:14]=[CH:15][CH:16]=2)[CH:5]=[N:6]1)[CH3:10]. The yield is 0.950. (7) The reactants are [CH3:1][O:2][C:3](=[O:39])[NH:4][CH:5]([C:9]([N:11]1[CH:18]([C:19]2[NH:20][C:21]([C:24]3[CH:29]=[CH:28][C:27](B4OC(C)(C)C(C)(C)O4)=[CH:26][CH:25]=3)=[CH:22][N:23]=2)[CH2:17][C:13]2([CH2:16][CH2:15][CH2:14]2)[O:12]1)=[O:10])[CH:6]([CH3:8])[CH3:7].[CH3:40][O:41][C:42](=[O:70])[NH:43][CH:44]([C:48]([N:50]1[CH:57]([C:58]2[NH:59][C:60]([C:63]3[CH:68]=[CH:67][C:66](Br)=[CH:65][CH:64]=3)=[CH:61][N:62]=2)[CH2:56][C:52]2([CH2:55][CH2:54][CH2:53]2)[O:51]1)=[O:49])[CH:45]([CH3:47])[CH3:46].C(=O)([O-])[O-].[K+].[K+]. The catalyst is COCCOC.C1C=CC([P]([Pd]([P](C2C=CC=CC=2)(C2C=CC=CC=2)C2C=CC=CC=2)([P](C2C=CC=CC=2)(C2C=CC=CC=2)C2C=CC=CC=2)[P](C2C=CC=CC=2)(C2C=CC=CC=2)C2C=CC=CC=2)(C2C=CC=CC=2)C2C=CC=CC=2)=CC=1. The product is [CH3:40][O:41][C:42](=[O:70])[NH:43][CH:44]([C:48]([N:50]1[CH:57]([C:58]2[NH:59][C:60]([C:63]3[CH:68]=[CH:67][C:66]([C:27]4[CH:26]=[CH:25][C:24]([C:21]5[NH:20][C:19]([CH:18]6[CH2:17][C:13]7([CH2:14][CH2:15][CH2:16]7)[O:12][N:11]6[C:9](=[O:10])[CH:5]([NH:4][C:3]([O:2][CH3:1])=[O:39])[CH:6]([CH3:7])[CH3:8])=[N:23][CH:22]=5)=[CH:29][CH:28]=4)=[CH:65][CH:64]=3)=[CH:61][N:62]=2)[CH2:56][C:52]2([CH2:55][CH2:54][CH2:53]2)[O:51]1)=[O:49])[CH:45]([CH3:47])[CH3:46]. The yield is 0.260. (8) The reactants are O1CCCC1.[CH:6]1([O:12][C:13]2[CH:18]=[CH:17][C:16]([CH2:19][C:20](Cl)=[N:21][OH:22])=[CH:15][CH:14]=2)[CH2:11][CH2:10][CH2:9][CH2:8][CH2:7]1.[C:24]([C:26]1[C:27]([NH2:32])=[N:28][CH:29]=[CH:30][CH:31]=1)#[CH:25].C(N(CC)CC)C. The catalyst is O. The product is [CH:6]1([O:12][C:13]2[CH:18]=[CH:17][C:16]([CH2:19][C:20]3[CH:25]=[C:24]([C:26]4[C:27]([NH2:32])=[N:28][CH:29]=[CH:30][CH:31]=4)[O:22][N:21]=3)=[CH:15][CH:14]=2)[CH2:11][CH2:10][CH2:9][CH2:8][CH2:7]1. The yield is 0.190.